Dataset: Reaction yield outcomes from USPTO patents with 853,638 reactions. Task: Predict the reaction yield, written as a fraction of the theoretical maximum amount of product (1.0 means a 100% yield; for example, 0.34 means a 34% yield). (1) The reactants are [C:1]([N:4]1[C:13]2[C:8](=[CH:9][C:10]([C:14]3[CH:19]=[CH:18][C:17]([CH:20]=O)=[CH:16][CH:15]=3)=[CH:11][CH:12]=2)[C@H:7]([NH:22][C:23](=[O:28])[O:24][CH:25]([CH3:27])[CH3:26])[CH2:6][C@@H:5]1[CH3:29])(=[O:3])[CH3:2].[NH2:30][CH:31]1[CH2:36][CH2:35][N:34]([C:37]([O:39][C:40]([CH3:43])([CH3:42])[CH3:41])=[O:38])[CH2:33][CH2:32]1.C(O[BH-](OC(=O)C)OC(=O)C)(=O)C.[Na+].[NH4+].[Cl-]. The catalyst is ClCCl.O. The product is [C:1]([N:4]1[C:13]2[C:8](=[CH:9][C:10]([C:14]3[CH:19]=[CH:18][C:17]([CH2:20][NH:30][CH:31]4[CH2:32][CH2:33][N:34]([C:37]([O:39][C:40]([CH3:43])([CH3:42])[CH3:41])=[O:38])[CH2:35][CH2:36]4)=[CH:16][CH:15]=3)=[CH:11][CH:12]=2)[C@H:7]([NH:22][C:23]([O:24][CH:25]([CH3:27])[CH3:26])=[O:28])[CH2:6][C@@H:5]1[CH3:29])(=[O:3])[CH3:2]. The yield is 0.790. (2) The reactants are C1(P(C2C=CC=CC=2)C2C=CC=CC=2)C=CC=CC=1.CCOC(/N=N/C(OCC)=O)=O.C1(C)C=CC=CC=1.OC1C=CC(CC(=O)C)=CC=1.[C:50]([O:54][C:55]([N:57]1[CH2:62][CH2:61][CH:60](O)[CH2:59][CH2:58]1)=[O:56])([CH3:53])([CH3:52])[CH3:51]. The catalyst is O1CCCC1. The product is [C:50]([O:54][C:55]([N:57]1[CH2:62][CH2:61][CH2:60][CH2:59][CH2:58]1)=[O:56])([CH3:53])([CH3:51])[CH3:52]. The yield is 0.590. (3) The reactants are [C:1]([O:5][C:6]([NH:8][C@H:9]([CH2:29][C:30]1[CH:35]=[C:34]([F:36])[C:33]([F:37])=[CH:32][C:31]=1[F:38])[CH2:10][C:11]([N:13]1[CH2:18][CH2:17][N:16]2[C:19]([C:25]([F:28])([F:27])[F:26])=[N:20][C:21]([C:22]([OH:24])=O)=[C:15]2[CH2:14]1)=[O:12])=[O:7])([CH3:4])([CH3:3])[CH3:2].[C:39]([O:43][C:44](=[O:52])[NH:45][CH:46]1[CH2:51][CH2:50][CH2:49][NH:48][CH2:47]1)([CH3:42])([CH3:41])[CH3:40].C(N(CC)CC)C.O=C1N(P(Cl)(N2CCOC2=O)=O)CCO1. The catalyst is ClCCl. The product is [C:39]([O:43][C:44](=[O:52])[NH:45][C@@H:46]1[CH2:51][CH2:50][CH2:49][N:48]([C:22]([C:21]2[N:20]=[C:19]([C:25]([F:28])([F:27])[F:26])[N:16]3[CH2:17][CH2:18][N:13]([C:11](=[O:12])[CH2:10][CH:9]([NH:8][C:6]([O:5][C:1]([CH3:4])([CH3:3])[CH3:2])=[O:7])[CH2:29][C:30]4[CH:35]=[C:34]([F:36])[C:33]([F:37])=[CH:32][C:31]=4[F:38])[CH2:14][C:15]=23)=[O:24])[CH2:47]1)([CH3:42])([CH3:40])[CH3:41]. The yield is 0.630.